This data is from Reaction yield outcomes from USPTO patents with 853,638 reactions. The task is: Predict the reaction yield, written as a fraction of the theoretical maximum amount of product (1.0 means a 100% yield; for example, 0.34 means a 34% yield). (1) The reactants are CC1CCCCN1C([O-])=O.Br[C:12]1[N:13]=[C:14]2[C:20]([C:21]([NH:23][C:24]([CH3:27])([CH3:26])[CH3:25])=[O:22])=[CH:19][N:18]([CH2:28][O:29][CH2:30][CH2:31][Si:32]([CH3:35])([CH3:34])[CH3:33])[C:15]2=[N:16][CH:17]=1.[NH2:36][C@H:37]1[CH2:42][CH2:41][N:40]([C:43]([O:45][C:46]([CH3:49])([CH3:48])[CH3:47])=[O:44])[C@@H:39]([CH3:50])[CH2:38]1.C([O-])([O-])=O.[Cs+].[Cs+]. The catalyst is C1(C)C=CC=CC=1.C1C=CC(/C=C/C(/C=C/C2C=CC=CC=2)=O)=CC=1.C1C=CC(/C=C/C(/C=C/C2C=CC=CC=2)=O)=CC=1.C1C=CC(/C=C/C(/C=C/C2C=CC=CC=2)=O)=CC=1.[Pd].[Pd].C1C=CC(P(C2C=CC=CC=2)[C-]2C=CC=C2)=CC=1.C1C=CC(P(C2C=CC=CC=2)[C-]2C=CC=C2)=CC=1.[Fe+2]. The product is [C:24]([NH:23][C:21]([C:20]1[C:14]2[C:15](=[N:16][CH:17]=[C:12]([NH:36][C@H:37]3[CH2:42][CH2:41][N:40]([C:43]([O:45][C:46]([CH3:49])([CH3:48])[CH3:47])=[O:44])[C@@H:39]([CH3:50])[CH2:38]3)[N:13]=2)[N:18]([CH2:28][O:29][CH2:30][CH2:31][Si:32]([CH3:35])([CH3:34])[CH3:33])[CH:19]=1)=[O:22])([CH3:27])([CH3:26])[CH3:25]. The yield is 0.950. (2) The reactants are C([Si]([O:8][CH2:9][C:10]1[CH:15]=[C:14]([N+:16]([O-:18])=[O:17])[CH:13]=[CH:12][C:11]=1[N:19]=[C:20]=S)(C)C)(C)(C)C.[O:22]([CH2:29][CH2:30][NH2:31])[C:23]1[CH:28]=[CH:27][CH:26]=[CH:25][CH:24]=1. No catalyst specified. The product is [N+:16]([C:14]1[CH:13]=[CH:12][C:11]2[N:19]=[C:20]([NH:31][CH2:30][CH2:29][O:22][C:23]3[CH:28]=[CH:27][CH:26]=[CH:25][CH:24]=3)[O:8][CH2:9][C:10]=2[CH:15]=1)([O-:18])=[O:17]. The yield is 0.300. (3) The reactants are [CH2:1]([O:8][C:9]1[CH:10]=[CH:11][C:12]([C:20](=[O:23])[CH2:21][Br:22])=[C:13]2[C:18]=1[NH:17][C:16](=[O:19])[CH:15]=[CH:14]2)[C:2]1[CH:7]=[CH:6][CH:5]=[CH:4][CH:3]=1.O1CCCC1.B.CO. The catalyst is C1(C)C=CC=CC=1. The product is [CH2:1]([O:8][C:9]1[CH:10]=[CH:11][C:12]([C@@H:20]([OH:23])[CH2:21][Br:22])=[C:13]2[C:18]=1[NH:17][C:16](=[O:19])[CH:15]=[CH:14]2)[C:2]1[CH:3]=[CH:4][CH:5]=[CH:6][CH:7]=1. The yield is 0.810. (4) The reactants are F[C:2]1[CH:7]=[CH:6][C:5]([N+:8]([O-:10])=[O:9])=[CH:4][CH:3]=1.[C:11]([NH:14][CH:15]1[CH2:19][CH2:18][NH:17][CH2:16]1)(=[O:13])[CH3:12].C(=O)([O-])[O-].[K+].[K+].O. The catalyst is CN1C(=O)CCC1. The product is [N+:8]([C:5]1[CH:6]=[CH:7][C:2]([N:17]2[CH2:18][CH2:19][CH:15]([NH:14][C:11](=[O:13])[CH3:12])[CH2:16]2)=[CH:3][CH:4]=1)([O-:10])=[O:9]. The yield is 1.00.